This data is from Forward reaction prediction with 1.9M reactions from USPTO patents (1976-2016). The task is: Predict the product of the given reaction. (1) Given the reactants [NH2:1][C:2]1[C:7]([C:8]([C:10]2[CH:15]=[CH:14][CH:13]=[CH:12][C:11]=2[F:16])=[O:9])=[CH:6][CH:5]=[C:4]([NH:17][CH:18]2[CH2:23][CH2:22][NH:21][CH2:20][CH2:19]2)[N:3]=1.[CH3:24][N:25]=[C:26]=[O:27], predict the reaction product. The product is: [CH3:24][NH:25][C:26]([N:21]1[CH2:20][CH2:19][CH:18]([NH:17][C:4]2[CH:5]=[CH:6][C:7]([C:8](=[O:9])[C:10]3[CH:15]=[CH:14][CH:13]=[CH:12][C:11]=3[F:16])=[C:2]([NH2:1])[N:3]=2)[CH2:23][CH2:22]1)=[O:27]. (2) Given the reactants [CH3:1][O:2][C:3]1[CH:4]=[C:5]2[C:10](=[CH:11][C:12]=1[O:13][CH3:14])[N:9]=[CH:8][CH:7]=[C:6]2[O:15][C:16]1[CH:28]=[CH:27][C:19]2[C:20]([C:23]([O:25]C)=[O:24])=[CH:21][O:22][C:18]=2[CH:17]=1.[OH-].[Na+], predict the reaction product. The product is: [CH3:1][O:2][C:3]1[CH:4]=[C:5]2[C:10](=[CH:11][C:12]=1[O:13][CH3:14])[N:9]=[CH:8][CH:7]=[C:6]2[O:15][C:16]1[CH:28]=[CH:27][C:19]2[C:20]([C:23]([OH:25])=[O:24])=[CH:21][O:22][C:18]=2[CH:17]=1. (3) Given the reactants [NH:1]1[CH2:6][CH2:5][CH2:4][CH2:3][C@H:2]1[C:7]([O:9][C@@H:10]([C:23]1[CH:28]=[CH:27][CH:26]=[C:25]([O:29][CH2:30][CH2:31][N:32]2[CH2:37][CH2:36][O:35][CH2:34][CH2:33]2)[CH:24]=1)[CH2:11][CH2:12][C:13]1[CH:18]=[CH:17][C:16]([O:19][CH3:20])=[C:15]([O:21][CH3:22])[CH:14]=1)=[O:8].CCN(C(C)C)C(C)C.CN(C(ON1N=NC2C=CC=NC1=2)=[N+](C)C)C.F[P-](F)(F)(F)(F)F.[CH2:71]([C@@H:73]1[CH2:78][CH2:77][CH2:76][CH2:75][C@:74]1([C:80](=[O:84])[C:81](O)=[O:82])[OH:79])[CH3:72], predict the reaction product. The product is: [CH3:22][O:21][C:15]1[CH:14]=[C:13]([CH2:12][CH2:11][C@@H:10]([O:9][C:7]([C@@H:2]2[CH2:3][CH2:4][CH2:5][CH2:6][N:1]2[C:81](=[O:82])[C:80]([C@:74]2([OH:79])[CH2:75][CH2:76][CH2:77][CH2:78][C@H:73]2[CH2:71][CH3:72])=[O:84])=[O:8])[C:23]2[CH:28]=[CH:27][CH:26]=[C:25]([O:29][CH2:30][CH2:31][N:32]3[CH2:33][CH2:34][O:35][CH2:36][CH2:37]3)[CH:24]=2)[CH:18]=[CH:17][C:16]=1[O:19][CH3:20]. (4) Given the reactants [NH2:1][C:2]1[C:3]2[N:4]([C:13]([C@@H:35]3[CH2:40][CH2:39][CH2:38][N:37]([C:41]([C:43]4([CH3:47])[CH2:46][O:45][CH2:44]4)=[O:42])[CH2:36]3)=[N:14][C:15]=2[C:16]2[CH:21]=[CH:20][C:19]([C:22](=[O:34])[NH:23][C:24]3[CH:29]=[C:28]([C:30]([F:33])([F:32])[F:31])[CH:27]=[CH:26][N:25]=3)=[CH:18][CH:17]=2)[C:5]([C:8]([O:10]CC)=[O:9])=[CH:6][N:7]=1.[Li+].[OH-], predict the reaction product. The product is: [NH2:1][C:2]1[C:3]2[N:4]([C:13]([C@@H:35]3[CH2:40][CH2:39][CH2:38][N:37]([C:41]([C:43]4([CH3:47])[CH2:44][O:45][CH2:46]4)=[O:42])[CH2:36]3)=[N:14][C:15]=2[C:16]2[CH:21]=[CH:20][C:19]([C:22](=[O:34])[NH:23][C:24]3[CH:29]=[C:28]([C:30]([F:32])([F:31])[F:33])[CH:27]=[CH:26][N:25]=3)=[CH:18][CH:17]=2)[C:5]([C:8]([OH:10])=[O:9])=[CH:6][N:7]=1.